This data is from Forward reaction prediction with 1.9M reactions from USPTO patents (1976-2016). The task is: Predict the product of the given reaction. (1) Given the reactants [F:1][C:2]1[CH:3]=[C:4]([N:9]2[CH2:14][CH2:13][CH2:12][N:11]3[N:15]=[C:16]([NH2:18])[N:17]=[C:10]23)[CH:5]=[CH:6][C:7]=1[F:8].C(N(CC)CC)C.CP(C)C.C1(C)C=CC=CC=1.[CH3:37][C:38]1[N:43]=[CH:42][N:41]=[C:40]([N:44]2[CH2:49][CH2:48][C:47](=O)[CH2:46][CH2:45]2)[CH:39]=1.C(Cl)Cl, predict the reaction product. The product is: [F:1][C:2]1[CH:3]=[C:4]([N:9]2[CH2:14][CH2:13][CH2:12][N:11]3[N:15]=[C:16]([NH:18][CH:47]4[CH2:48][CH2:49][N:44]([C:40]5[CH:39]=[C:38]([CH3:37])[N:43]=[CH:42][N:41]=5)[CH2:45][CH2:46]4)[N:17]=[C:10]23)[CH:5]=[CH:6][C:7]=1[F:8]. (2) The product is: [F:32][C:27]1[CH:28]=[CH:29][CH:30]=[CH:31][C:26]=1[CH:24]1[O:23][N:22]=[C:21]([C:19]2[N:15]=[C:14]([CH:11]3[CH2:12][CH2:13][N:8]([C:6]([O:5][C:1]([CH3:4])([CH3:2])[CH3:3])=[O:7])[CH2:9][CH2:10]3)[S:16][CH:18]=2)[CH2:25]1. Given the reactants [C:1]([O:5][C:6]([N:8]1[CH2:13][CH2:12][CH:11]([C:14](=[S:16])[NH2:15])[CH2:10][CH2:9]1)=[O:7])([CH3:4])([CH3:3])[CH3:2].Cl[CH2:18][C:19]([C:21]1[CH2:25][CH:24]([C:26]2[CH:31]=[CH:30][CH:29]=[CH:28][C:27]=2[F:32])[O:23][N:22]=1)=O.N1C=CC=CC=1, predict the reaction product. (3) Given the reactants Cl[CH2:2][C:3]([NH:5][CH2:6][CH2:7][C:8]1[CH:13]=[CH:12][CH:11]=[CH:10][CH:9]=1)=[O:4].COC(OC)CN, predict the reaction product. The product is: [C:8]1([CH2:7][CH2:6][NH:5][C:3](=[O:4])[CH3:2])[CH:13]=[CH:12][CH:11]=[CH:10][CH:9]=1.